Dataset: Catalyst prediction with 721,799 reactions and 888 catalyst types from USPTO. Task: Predict which catalyst facilitates the given reaction. (1) Reactant: [CH:1]1([C:4]2[CH:9]=[C:8]([CH2:10][OH:11])[C:7]([O:12][CH2:13][O:14][CH3:15])=[CH:6][C:5]=2[C:16]2[CH:21]=[CH:20][C:19]([F:22])=[CH:18][CH:17]=2)[CH2:3][CH2:2]1.C(N(CC)CC)C.CS(C)=O.O. Product: [CH:1]1([C:4]2[CH:9]=[C:8]([CH:10]=[O:11])[C:7]([O:12][CH2:13][O:14][CH3:15])=[CH:6][C:5]=2[C:16]2[CH:21]=[CH:20][C:19]([F:22])=[CH:18][CH:17]=2)[CH2:3][CH2:2]1. The catalyst class is: 13. (2) Reactant: [CH2:1]([OH:5])[CH2:2][CH2:3][CH3:4].[CH3:6][C:7]1[CH:8]=[C:9](I)[CH:10]=[C:11]([CH3:13])[CH:12]=1.C([O-])([O-])=O.[Cs+].[Cs+].CCCCCCCCCCCC. Product: [CH2:1]([O:5][C:9]1[CH:10]=[C:11]([CH3:13])[CH:12]=[C:7]([CH3:6])[CH:8]=1)[CH2:2][CH2:3][CH3:4]. The catalyst class is: 509. (3) Reactant: C(N(CC)CC)C.[CH3:8][CH:9]([SH:11])[CH3:10].Cl[CH2:13][C:14]1[C:23]([OH:24])=[CH:22][CH:21]=[C:20]2[C:15]=1[CH2:16][CH2:17][CH2:18][C:19]2=[O:25]. Product: [OH:24][C:23]1[C:14]([CH2:13][S:11][CH:9]([CH3:10])[CH3:8])=[C:15]2[C:20](=[CH:21][CH:22]=1)[C:19](=[O:25])[CH2:18][CH2:17][CH2:16]2. The catalyst class is: 54. (4) Reactant: [Cl:1][C:2]1[CH:3]=[CH:4][C:5]([O:10][CH2:11][C:12]([N:14]2[CH2:19][C@H:18]([CH3:20])[N:17]([CH2:21][C:22]3[CH:27]=[CH:26][C:25]([F:28])=[CH:24][CH:23]=3)[CH2:16][C@H:15]2[CH3:29])=[O:13])=[C:6]([CH:9]=1)[CH:7]=O.C(=O)([O-])[O-].[K+].[K+].[C:36]([O:39][CH2:40][CH3:41])(=[O:38])[CH3:37]. Product: [CH2:40]([O:39][C:36](=[O:38])[CH:37]=[CH:7][C:6]1[CH:9]=[C:2]([Cl:1])[CH:3]=[CH:4][C:5]=1[O:10][CH2:11][C:12]([N:14]1[CH2:19][C@H:18]([CH3:20])[N:17]([CH2:21][C:22]2[CH:23]=[CH:24][C:25]([F:28])=[CH:26][CH:27]=2)[CH2:16][C@H:15]1[CH3:29])=[O:13])[CH3:41]. The catalyst class is: 8. (5) Reactant: [NH:1]1[CH2:11][CH2:10][CH:4](C(OCC)=O)[CH2:3][CH2:2]1.[C:12](O[C:12]([O:14][C:15]([CH3:18])([CH3:17])[CH3:16])=[O:13])([O:14][C:15]([CH3:18])([CH3:17])[CH3:16])=[O:13]. Product: [C:12]([N:1]1[CH2:2][CH2:3][CH2:4][CH2:10][CH2:11]1)([O:14][C:15]([CH3:18])([CH3:17])[CH3:16])=[O:13]. The catalyst class is: 7. (6) Reactant: [F:1][C:2]1[CH:7]=[CH:6][C:5](I)=[CH:4][CH:3]=1.[PH2:9]([O-:11])=[O:10].[NH3+][C:13]1C=CC=C[CH:14]=1.NCCC[Si](OCC)(OCC)OCC.C1(P(C2C=CC=CC=2)CCCP(C2C=CC=CC=2)C2C=CC=CC=2)C=CC=CC=1. Product: [F:1][C:2]1[CH:7]=[CH:6][C:5]([PH:9](=[O:11])[O:10][CH2:13][CH3:14])=[CH:4][CH:3]=1. The catalyst class is: 524. (7) Reactant: [Cl:1][C:2]1[CH:12]=[CH:11][C:10]([C:13]2[CH:22]=[CH:21][C:20]3[C:15](=[CH:16][CH:17]=[C:18]([OH:23])[CH:19]=3)[CH:14]=2)=[CH:9][C:3]=1[C:4]([O:6][CH2:7][CH3:8])=[O:5].C(=O)([O-])[O-].[Cs+].[Cs+].Cl[CH2:31][C:32]1[C:33]([C:40]2[C:45]([Cl:46])=[CH:44][CH:43]=[CH:42][C:41]=2[Cl:47])=[N:34][O:35][C:36]=1[CH:37]([CH3:39])[CH3:38].C(OCC)(=O)C. Product: [Cl:1][C:2]1[CH:12]=[CH:11][C:10]([C:13]2[CH:22]=[CH:21][C:20]3[C:15](=[CH:16][CH:17]=[C:18]([O:23][CH2:31][C:32]4[C:33]([C:40]5[C:41]([Cl:47])=[CH:42][CH:43]=[CH:44][C:45]=5[Cl:46])=[N:34][O:35][C:36]=4[CH:37]([CH3:39])[CH3:38])[CH:19]=3)[CH:14]=2)=[CH:9][C:3]=1[C:4]([O:6][CH2:7][CH3:8])=[O:5]. The catalyst class is: 35. (8) Product: [NH:37]1[CH:36]=[C:35]([C:22]2[CH:21]=[CH:20][C:19]([C:13]3([C:10]4[CH:9]=[CH:8][C:7]([O:6][CH2:5][C:4]([OH:3])=[O:26])=[CH:12][CH:11]=4)[CH2:18][CH2:17][NH:16][CH2:15][CH2:14]3)=[CH:24][CH:23]=2)[CH:39]=[N:38]1. Reactant: C([O:3][C:4](=[O:26])[CH2:5][O:6][C:7]1[CH:12]=[CH:11][C:10]([C:13]2([C:19]3[CH:24]=[CH:23][C:22](Br)=[CH:21][CH:20]=3)[CH2:18][CH2:17][NH:16][CH2:15][CH2:14]2)=[CH:9][CH:8]=1)C.CC1(C)C(C)(C)OB([C:35]2[CH:36]=[N:37][NH:38][CH:39]=2)O1. The catalyst class is: 73.